Dataset: Peptide-MHC class I binding affinity with 185,985 pairs from IEDB/IMGT. Task: Regression. Given a peptide amino acid sequence and an MHC pseudo amino acid sequence, predict their binding affinity value. This is MHC class I binding data. (1) The peptide sequence is LLIRCLRCQ. The MHC is HLA-A03:02 with pseudo-sequence HLA-A03:02. The binding affinity (normalized) is 0.424. (2) The peptide sequence is SMMGFKMNY. The MHC is HLA-A29:02 with pseudo-sequence HLA-A29:02. The binding affinity (normalized) is 0.757. (3) The peptide sequence is LPGTVLRAI. The MHC is HLA-B54:01 with pseudo-sequence HLA-B54:01. The binding affinity (normalized) is 0.380. (4) The MHC is HLA-A33:01 with pseudo-sequence HLA-A33:01. The peptide sequence is IIVNNQESNK. The binding affinity (normalized) is 0.0298. (5) The peptide sequence is APFARLLNL. The MHC is HLA-A80:01 with pseudo-sequence HLA-A80:01. The binding affinity (normalized) is 0.0847. (6) The peptide sequence is STLERTSKASLER. The MHC is HLA-B07:02 with pseudo-sequence HLA-B07:02. The binding affinity (normalized) is 0.